This data is from Reaction yield outcomes from USPTO patents with 853,638 reactions. The task is: Predict the reaction yield, written as a fraction of the theoretical maximum amount of product (1.0 means a 100% yield; for example, 0.34 means a 34% yield). (1) The reactants are [OH:1][C:2]1[CH:3]=[C:4]([C:9]2([C:12]([OH:14])=[O:13])[CH2:11][CH2:10]2)[CH:5]=[CH:6][C:7]=1[OH:8].[CH3:15]C1C=CC(S(O)(=O)=O)=CC=1. The catalyst is CO. The product is [OH:1][C:2]1[CH:3]=[C:4]([C:9]2([C:12]([O:14][CH3:15])=[O:13])[CH2:11][CH2:10]2)[CH:5]=[CH:6][C:7]=1[OH:8]. The yield is 0.910. (2) The reactants are [NH2:1][C:2]1[CH:3]=[C:4]2[C:8](=[CH:9][CH:10]=1)[N:7]([CH2:11][CH2:12][N:13]([CH3:15])[CH3:14])[C:6]([CH3:16])=[CH:5]2.[S:17]1[CH:21]=[C:20]([S:22](Cl)(=[O:24])=[O:23])[C:19]2[CH:26]=[CH:27][CH:28]=[CH:29][C:18]1=2. No catalyst specified. The product is [CH3:14][N:13]([CH3:15])[CH2:12][CH2:11][N:7]1[C:8]2[C:4](=[CH:3][C:2]([NH:1][S:22]([C:20]3[C:19]4[CH:26]=[CH:27][CH:28]=[CH:29][C:18]=4[S:17][CH:21]=3)(=[O:23])=[O:24])=[CH:10][CH:9]=2)[CH:5]=[C:6]1[CH3:16]. The yield is 0.390. (3) The yield is 0.850. The product is [F:11][C:10]([F:13])([F:12])[C:7]1[CH:8]=[CH:9][C:2]([N:18]2[CH:19]=[C:15]([CH3:14])[N:16]=[CH:17]2)=[C:3]([CH:6]=1)[C:4]#[N:5]. No catalyst specified. The reactants are F[C:2]1[CH:9]=[CH:8][C:7]([C:10]([F:13])([F:12])[F:11])=[CH:6][C:3]=1[C:4]#[N:5].[CH3:14][C:15]1[N:16]=[CH:17][NH:18][CH:19]=1.C(=O)([O-])[O-].[K+].[K+].FC(F)(F)C1C=CC(N2C(C)=CN=C2)=C(C=1)C#N. (4) The reactants are [C:9](O[C:9]([O:11][C:12]([CH3:15])([CH3:14])[CH3:13])=[O:10])([O:11][C:12]([CH3:15])([CH3:14])[CH3:13])=[O:10].[Br:16][C:17]1[CH:25]=[CH:24][C:20]([CH2:21][CH2:22][NH2:23])=[CH:19][CH:18]=1. The catalyst is CN(C)C1C=CN=CC=1.ClCCl. The product is [Br:16][C:17]1[CH:25]=[CH:24][C:20]([CH2:21][CH2:22][NH:23][C:9](=[O:10])[O:11][C:12]([CH3:13])([CH3:14])[CH3:15])=[CH:19][CH:18]=1. The yield is 0.220. (5) The catalyst is CO. The yield is 0.920. The product is [CH2:16]([C:17]1[O:18][C:19]2[CH:25]=[CH:24][C:23]([C:26]([O:28][CH3:29])=[O:27])=[CH:22][C:20]=2[CH:21]=1)[CH2:15][C:13]#[CH:1]. The reactants are [CH3:1]C(C)C(=O)C(P(=O)([O-])[O-])=[N+]=[N-].[CH:13]([CH2:15][CH2:16][C:17]1[O:18][C:19]2[CH:25]=[CH:24][C:23]([C:26]([O:28][CH3:29])=[O:27])=[CH:22][C:20]=2[CH:21]=1)=O.C([O-])([O-])=O.[K+].[K+].